Dataset: Forward reaction prediction with 1.9M reactions from USPTO patents (1976-2016). Task: Predict the product of the given reaction. (1) Given the reactants C(OC(=O)[NH:7][CH:8]1[CH2:13][CH2:12][N:11]([C:14]2[CH:15]=[CH:16][CH:17]=[C:18]3[C:23]=2[N:22]=[C:21]([N:24]2[C:28]4[CH:29]=[CH:30][C:31]([O:33][CH2:34][C:35]5([CH3:39])[CH2:38][O:37][CH2:36]5)=[CH:32][C:27]=4[N:26]=[CH:25]2)[CH:20]=[CH:19]3)[CH2:10][CH2:9]1)(C)(C)C.CC(C)([O-])C.[Na+].O, predict the reaction product. The product is: [CH3:39][C:35]1([CH2:34][O:33][C:31]2[CH:30]=[CH:29][C:28]3[N:24]([C:21]4[CH:20]=[CH:19][C:18]5[C:23](=[C:14]([N:11]6[CH2:10][CH2:9][CH:8]([NH2:7])[CH2:13][CH2:12]6)[CH:15]=[CH:16][CH:17]=5)[N:22]=4)[CH:25]=[N:26][C:27]=3[CH:32]=2)[CH2:38][O:37][CH2:36]1. (2) Given the reactants [Cl:1][C:2]1[C:7]([O:8][CH2:9][C:10]([N:12]2[CH2:17][CH2:16][C:15]3[N:18]=[C:19]4[S:23][C:22]([CH3:24])=[N:21][N:20]4[C:14]=3[CH:13]2[C:25]2[S:29][CH:28]=[C:27]([C:30]#[N:31])[CH:26]=2)=[O:11])=[CH:6][CH:5]=[C:4]([N:32]2[CH2:37][CH2:36][O:35][CH2:34][CH2:33]2)[N:3]=1.[N-:38]=[N+:39]=[N-:40].[Na+].[NH4+].[Cl-], predict the reaction product. The product is: [N:31]1[NH:38][N:39]=[N:40][C:30]=1[C:27]1[CH:26]=[C:25]([CH:13]2[C:14]3[N:20]4[N:21]=[C:22]([CH3:24])[S:23][C:19]4=[N:18][C:15]=3[CH2:16][CH2:17][N:12]2[C:10](=[O:11])[CH2:9][O:8][C:7]2[C:2]([Cl:1])=[N:3][C:4]([N:32]3[CH2:37][CH2:36][O:35][CH2:34][CH2:33]3)=[CH:5][CH:6]=2)[S:29][CH:28]=1. (3) Given the reactants Cl.[NH2:2][CH2:3][CH2:4][CH2:5][CH2:6][CH2:7][C:8]([O:10][CH3:11])=[O:9].[F:12][C:13]([F:20])([F:19])[C:14](OCC)=[O:15].C(N(CC)CC)C, predict the reaction product. The product is: [F:12][C:13]([F:20])([F:19])[C:14]([NH:2][CH2:3][CH2:4][CH2:5][CH2:6][CH2:7][C:8]([O:10][CH3:11])=[O:9])=[O:15]. (4) The product is: [CH2:2]1[C:3]2([CH2:8][CH2:7][CH2:6][N:5]([C:9]([O:11][C:12]([CH3:13])([CH3:14])[CH3:15])=[O:10])[CH2:4]2)[CH2:16][O:17]1. Given the reactants O[CH2:2][C:3]1([CH2:16][OH:17])[CH2:8][CH2:7][CH2:6][N:5]([C:9]([O:11][C:12]([CH3:15])([CH3:14])[CH3:13])=[O:10])[CH2:4]1.C([Li])CCC.O1CCCC1.C1(C)C(S(Cl)(=O)=O)=CC=CC=1.[Cl-].[NH4+], predict the reaction product.